Task: Predict the reactants needed to synthesize the given product.. Dataset: Full USPTO retrosynthesis dataset with 1.9M reactions from patents (1976-2016) (1) Given the product [C:1]1([C:7]2[C:15]3[C:10](=[N:11][CH:12]=[C:13]([C:16]4[CH:21]=[CH:20][CH:19]=[CH:18][C:17]=4[O:22][CH3:23])[CH:14]=3)[NH:9][CH:8]=2)[CH:2]=[CH:3][CH:4]=[CH:5][CH:6]=1, predict the reactants needed to synthesize it. The reactants are: [C:1]1([C:7]2[C:15]3[C:10](=[N:11][CH:12]=[C:13]([C:16]4[CH:21]=[CH:20][CH:19]=[CH:18][C:17]=4[O:22][CH3:23])[CH:14]=3)[N:9](S(C3C=CC=CC=3)(=O)=O)[CH:8]=2)[CH:6]=[CH:5][CH:4]=[CH:3][CH:2]=1.[OH-].[Na+]. (2) The reactants are: [F:1][C:2]1[CH:7]=[C:6]([F:8])[CH:5]=[CH:4][C:3]=1[C:9]1[N:10]=[C:11]2[N:15]([C:16]=1[C:17]1[CH:18]=[CH:19][C:20]3[N:21]([C:23]([C:26](=[O:28])[CH3:27])=[N:24][N:25]=3)[N:22]=1)[CH:14]=[CH:13][O:12]2.[CH2:29]1COCC1.C[Mg]Cl.[NH4+].[Cl-]. Given the product [F:1][C:2]1[CH:7]=[C:6]([F:8])[CH:5]=[CH:4][C:3]=1[C:9]1[N:10]=[C:11]2[N:15]([C:16]=1[C:17]1[CH:18]=[CH:19][C:20]3[N:21]([C:23]([C:26]([OH:28])([CH3:29])[CH3:27])=[N:24][N:25]=3)[N:22]=1)[CH:14]=[CH:13][O:12]2, predict the reactants needed to synthesize it.